Predict the product of the given reaction. From a dataset of Forward reaction prediction with 1.9M reactions from USPTO patents (1976-2016). (1) Given the reactants [C:1]([O-:4])(=[O:3])[CH3:2].[NH4+:5].[CH2:6]([N:17]([CH2:29][C:30]([OH:32])=[O:31])[CH2:18][CH2:19][N:20]([CH2:25][C:26](O)=O)[CH2:21][C:22]([OH:24])=[O:23])[CH2:7][N:8]([CH2:13][C:14](O)=O)[CH2:9][C:10]([OH:12])=[O:11], predict the reaction product. The product is: [CH2:26]1[N:5]([CH2:2][C:1]([OH:4])=[O:3])[CH2:14][CH2:13][N:8]([CH2:9][C:10]([OH:12])=[O:11])[CH2:7][CH2:6][N:17]([CH2:29][C:30]([OH:32])=[O:31])[CH2:18][CH2:19][N:20]([CH2:21][C:22]([OH:24])=[O:23])[CH2:25]1. (2) Given the reactants [CH3:1][C:2]1[N:3]=[N:4][N:5]([CH2:7][C:8]2[CH:13]=[C:12]([C:14]([F:17])([F:16])[F:15])[CH:11]=[CH:10][C:9]=2/[CH:18]=[CH:19]/[C:20]([OH:22])=O)[N:6]=1.[CH3:23][O:24][CH:25]1[CH2:30][CH2:29][CH2:28][NH:27][CH2:26]1, predict the reaction product. The product is: [CH3:23][O:24][CH:25]1[CH2:30][CH2:29][CH2:28][N:27]([C:20](=[O:22])/[CH:19]=[CH:18]/[C:9]2[CH:10]=[CH:11][C:12]([C:14]([F:16])([F:17])[F:15])=[CH:13][C:8]=2[CH2:7][N:5]2[N:4]=[N:3][C:2]([CH3:1])=[N:6]2)[CH2:26]1. (3) Given the reactants C([O:3][C:4](=[O:10])[C@H:5]([CH:7]([CH3:9])[CH3:8])[NH2:6])C.N[C@H](C(O)=O)C(C)C.S(Cl)(Cl)=O.[CH2:23]1[O:26][CH:24]1[CH3:25], predict the reaction product. The product is: [OH:26][CH:24]([CH3:25])[CH2:23][NH:6][C@H:5]([C:4]([OH:3])=[O:10])[CH:7]([CH3:8])[CH3:9]. (4) Given the reactants [NH:1]1[C:9]2[C:4](=[CH:5][CH:6]=[CH:7][C:8]=2/[CH:10]=[N:11]\O)[CH:3]=[CH:2]1, predict the reaction product. The product is: [NH:1]1[C:9]2[C:4](=[CH:5][CH:6]=[CH:7][C:8]=2[CH2:10][NH2:11])[CH:3]=[CH:2]1. (5) Given the reactants [H-].[Na+].[CH2:3]([O:5][C:6](=[O:26])[C:7]([OH:25])([C:21]([F:24])([F:23])[F:22])[CH2:8][C:9]([C:12]1[CH:17]=[C:16]([F:18])[CH:15]=[CH:14][C:13]=1[O:19][CH3:20])([CH3:11])[CH3:10])[CH3:4].[CH2:27](Br)[C:28]1[CH:33]=[CH:32][CH:31]=[CH:30][CH:29]=1, predict the reaction product. The product is: [CH2:3]([O:5][C:6](=[O:26])[C:7]([O:25][CH2:27][C:28]1[CH:33]=[CH:32][CH:31]=[CH:30][CH:29]=1)([C:21]([F:22])([F:23])[F:24])[CH2:8][C:9]([C:12]1[CH:17]=[C:16]([F:18])[CH:15]=[CH:14][C:13]=1[O:19][CH3:20])([CH3:11])[CH3:10])[CH3:4]. (6) Given the reactants [F:1][C:2]1[CH:3]=[C:4]([C:14](=O)[CH3:15])[CH:5]=[C:6]([N:8]2[CH2:13][CH2:12][O:11][CH2:10][CH2:9]2)[CH:7]=1.CC[N:19](CC)CC, predict the reaction product. The product is: [F:1][C:2]1[CH:3]=[C:4]([CH:14]([NH2:19])[CH3:15])[CH:5]=[C:6]([N:8]2[CH2:13][CH2:12][O:11][CH2:10][CH2:9]2)[CH:7]=1. (7) Given the reactants [Li]CCCC.Br[C:7]1[N:11]([CH3:12])[C:10]([CH3:13])=[N:9][CH:8]=1.[CH2:14]([O:21][C:22]1[C:23]([O:44][CH3:45])=[N:24][C:25]2[C:30]([C:31]=1[Cl:32])=[CH:29][C:28]([CH:33]([C:35]1[C:36]([CH3:42])=[N:37][N:38]([CH3:41])[C:39]=1[CH3:40])[OH:34])=[CH:27][C:26]=2[CH3:43])[C:15]1[CH:20]=[CH:19][CH:18]=[CH:17][CH:16]=1, predict the reaction product. The product is: [CH2:14]([O:21][C:22]1[C:23]([O:44][CH3:45])=[N:24][C:25]2[C:30]([C:31]=1[Cl:32])=[CH:29][C:28]([C:33]([C:7]1[N:11]([CH3:12])[C:10]([CH3:13])=[N:9][CH:8]=1)([C:35]1[C:36]([CH3:42])=[N:37][N:38]([CH3:41])[C:39]=1[CH3:40])[OH:34])=[CH:27][C:26]=2[CH3:43])[C:15]1[CH:16]=[CH:17][CH:18]=[CH:19][CH:20]=1.